This data is from Peptide-MHC class II binding affinity with 134,281 pairs from IEDB. The task is: Regression. Given a peptide amino acid sequence and an MHC pseudo amino acid sequence, predict their binding affinity value. This is MHC class II binding data. (1) The peptide sequence is YVDEHLMCEIEGHHL. The MHC is HLA-DPA10103-DPB10301 with pseudo-sequence HLA-DPA10103-DPB10301. The binding affinity (normalized) is 0.0350. (2) The peptide sequence is DFYFVINVRNVSVSA. The MHC is HLA-DQA10301-DQB10302 with pseudo-sequence HLA-DQA10301-DQB10302. The binding affinity (normalized) is 0.0791. (3) The peptide sequence is TTVLDFHPGAGKTRR. The MHC is DRB1_0404 with pseudo-sequence DRB1_0404. The binding affinity (normalized) is 0.235. (4) The peptide sequence is AVLVATNFFGINTIP. The MHC is HLA-DQA10501-DQB10201 with pseudo-sequence HLA-DQA10501-DQB10201. The binding affinity (normalized) is 0.421.